From a dataset of Catalyst prediction with 721,799 reactions and 888 catalyst types from USPTO. Predict which catalyst facilitates the given reaction. (1) Reactant: [CH:1]1([C:6]2[NH:7][C:8]3[CH2:9][C:10]4([CH2:35][CH2:34]4)[CH2:11][C:12](=[O:33])[C:13]=3[CH:14]([CH:28]3[CH2:32][CH2:31][CH2:30][CH2:29]3)[C:15]=2[C:16](=[O:27])[C:17]2[CH:22]=[CH:21][C:20]([C:23]([F:26])([F:25])[F:24])=[CH:19][CH:18]=2)[CH2:5][CH2:4][CH2:3][CH2:2]1.ClC1C(=O)C(C#N)=C(C#N)C(=O)C=1Cl. Product: [CH:1]1([C:6]2[C:15]([C:16](=[O:27])[C:17]3[CH:18]=[CH:19][C:20]([C:23]([F:25])([F:26])[F:24])=[CH:21][CH:22]=3)=[C:14]([CH:28]3[CH2:29][CH2:30][CH2:31][CH2:32]3)[C:13]3[C:12](=[O:33])[CH2:11][C:10]4([CH2:35][CH2:34]4)[CH2:9][C:8]=3[N:7]=2)[CH2:2][CH2:3][CH2:4][CH2:5]1. The catalyst class is: 4. (2) Reactant: [CH3:1][C:2]1[CH:7]=[CH:6][CH:5]=[C:4]([CH3:8])[C:3]=1[NH:9][C:10]([NH:12][C:13]1[C:22]2[C:17](=[CH:18][C:19]([O:25][CH2:26][CH:27]3[CH2:32][CH2:31][N:30]([CH3:33])[CH2:29][CH2:28]3)=[C:20]([O:23][CH3:24])[CH:21]=2)[N:16]=[CH:15][N:14]=1)=S.[NH3:34]. Product: [CH3:1][C:2]1[CH:7]=[CH:6][CH:5]=[C:4]([CH3:8])[C:3]=1[NH:9][C:10]([NH:12][C:13]1[C:22]2[C:17](=[CH:18][C:19]([O:25][CH2:26][CH:27]3[CH2:32][CH2:31][N:30]([CH3:33])[CH2:29][CH2:28]3)=[C:20]([O:23][CH3:24])[CH:21]=2)[N:16]=[CH:15][N:14]=1)=[NH:34]. The catalyst class is: 254.